This data is from Forward reaction prediction with 1.9M reactions from USPTO patents (1976-2016). The task is: Predict the product of the given reaction. (1) Given the reactants [CH2:1]([N:4]1[C:13]2[C:8](=[CH:9][C:10]([C:14]([OH:16])=O)=[CH:11][CH:12]=2)[CH2:7][CH2:6][CH2:5]1)[CH:2]=[CH2:3].C(C1NC=CN=1)(C1[NH:20]C=CN=1)=O.N, predict the reaction product. The product is: [CH2:1]([N:4]1[C:13]2[C:8](=[CH:9][C:10]([C:14]([NH2:20])=[O:16])=[CH:11][CH:12]=2)[CH2:7][CH2:6][CH2:5]1)[CH:2]=[CH2:3]. (2) Given the reactants [CH3:1][O:2][CH2:3][CH2:4][NH:5][CH3:6].[H-].[Na+].F[C:10]1[CH:15]=[CH:14][C:13]([I:16])=[CH:12][C:11]=1[N+:17]([O-:19])=[O:18], predict the reaction product. The product is: [I:16][C:13]1[CH:14]=[CH:15][C:10]([N:5]([CH2:4][CH2:3][O:2][CH3:1])[CH3:6])=[C:11]([N+:17]([O-:19])=[O:18])[CH:12]=1.